Dataset: Reaction yield outcomes from USPTO patents with 853,638 reactions. Task: Predict the reaction yield, written as a fraction of the theoretical maximum amount of product (1.0 means a 100% yield; for example, 0.34 means a 34% yield). (1) The reactants are [CH3:1][O:2][C:3]1[CH:8]=[CH:7][CH:6]=[CH:5][C:4]=1[C:9]1[CH:17]=[C:16]2[C:12]([CH2:13][C:14](=[O:18])[NH:15]2)=[CH:11][CH:10]=1.[CH3:19][N:20]([CH3:40])[CH2:21][CH2:22][NH:23][C:24]([C:26]1[C:30]([C:31]2[CH:36]=[CH:35][CH:34]=[CH:33][CH:32]=2)=[C:29]([CH:37]=O)[NH:28][C:27]=1[CH3:39])=[O:25]. No catalyst specified. The product is [CH3:19][N:20]([CH3:40])[CH2:21][CH2:22][NH:23][C:24]([C:26]1[C:30]([C:31]2[CH:36]=[CH:35][CH:34]=[CH:33][CH:32]=2)=[C:29]([CH:37]=[C:13]2[C:12]3[C:16](=[CH:17][C:9]([C:4]4[CH:5]=[CH:6][CH:7]=[CH:8][C:3]=4[O:2][CH3:1])=[CH:10][CH:11]=3)[NH:15][C:14]2=[O:18])[NH:28][C:27]=1[CH3:39])=[O:25]. The yield is 0.440. (2) The reactants are [NH2:1][C:2]1[CH:7]=[CH:6][C:5]([C:8]2[S:9][CH:10]=[CH:11][CH:12]=2)=[CH:4][C:3]=1[NH:13][C:14](=[O:23])[C:15]1[CH:20]=[CH:19][C:18]([C:21]#[N:22])=[CH:17][CH:16]=1.[CH2:24](N)[CH2:25][NH2:26].C(=S)=S. The catalyst is CN(C=O)C. The product is [NH2:1][C:2]1[CH:7]=[CH:6][C:5]([C:8]2[S:9][CH:10]=[CH:11][CH:12]=2)=[CH:4][C:3]=1[NH:13][C:14](=[O:23])[C:15]1[CH:20]=[CH:19][C:18]([C:21]2[NH:26][CH2:25][CH2:24][N:22]=2)=[CH:17][CH:16]=1. The yield is 0.480. (3) The reactants are [H-].[Na+].[N:3]1([CH2:8][CH2:9][O:10][CH2:11][C:12]2[CH:17]=[CH:16][C:15]([OH:18])=[CH:14][CH:13]=2)[CH:7]=[CH:6][N:5]=[N:4]1.Cl[CH2:20][C:21]1[N:22]=[C:23]([CH:26]=[CH:27][C:28]2[CH:33]=[CH:32][C:31]([O:34][CH:35]([F:37])[F:36])=[CH:30][CH:29]=2)[O:24][CH:25]=1.O. The catalyst is CN(C=O)C. The product is [F:37][CH:35]([F:36])[O:34][C:31]1[CH:32]=[CH:33][C:28](/[CH:27]=[CH:26]/[C:23]2[O:24][CH:25]=[C:21]([CH2:20][O:18][C:15]3[CH:14]=[CH:13][C:12]([CH2:11][O:10][CH2:9][CH2:8][N:3]4[CH:7]=[CH:6][N:5]=[N:4]4)=[CH:17][CH:16]=3)[N:22]=2)=[CH:29][CH:30]=1. The yield is 0.600.